Dataset: Full USPTO retrosynthesis dataset with 1.9M reactions from patents (1976-2016). Task: Predict the reactants needed to synthesize the given product. Given the product [Cl:8][C:4]1[CH:5]=[CH:6][CH:7]=[C:2]([Cl:1])[C:3]=1[C:9]1[C:13]([CH2:14][O:15][C:16]2[CH:17]=[C:18]3[C:23](=[CH:24][CH:25]=2)[CH:22]=[C:21]([C:26]2[CH:27]=[C:28]([NH:29][S:45]([C:44]([F:57])([F:56])[F:43])(=[O:47])=[O:46])[CH:30]=[CH:31][CH:32]=2)[CH:20]=[CH:19]3)=[C:12]([CH:33]([CH3:35])[CH3:34])[O:11][N:10]=1, predict the reactants needed to synthesize it. The reactants are: [Cl:1][C:2]1[CH:7]=[CH:6][CH:5]=[C:4]([Cl:8])[C:3]=1[C:9]1[C:13]([CH2:14][O:15][C:16]2[CH:17]=[C:18]3[C:23](=[CH:24][CH:25]=2)[CH:22]=[C:21]([C:26]2[CH:27]=[C:28]([CH:30]=[CH:31][CH:32]=2)[NH2:29])[CH:20]=[CH:19]3)=[C:12]([CH:33]([CH3:35])[CH3:34])[O:11][N:10]=1.C(N(CC)CC)C.[F:43][C:44]([F:57])([F:56])[S:45](O[S:45]([C:44]([F:57])([F:56])[F:43])(=[O:47])=[O:46])(=[O:47])=[O:46].C(OCC)(=O)C.